Dataset: Peptide-MHC class II binding affinity with 134,281 pairs from IEDB. Task: Regression. Given a peptide amino acid sequence and an MHC pseudo amino acid sequence, predict their binding affinity value. This is MHC class II binding data. (1) The peptide sequence is INAGFKAALAAAAGVPPADKY. The MHC is DRB1_1501 with pseudo-sequence DRB1_1501. The binding affinity (normalized) is 0.618. (2) The peptide sequence is IIAGTPEVHAVKPGA. The MHC is DRB4_0101 with pseudo-sequence DRB4_0103. The binding affinity (normalized) is 0.418. (3) The peptide sequence is CIANGVSTKIVTRIS. The MHC is DRB1_1501 with pseudo-sequence DRB1_1501. The binding affinity (normalized) is 0.268. (4) The peptide sequence is QASPDLLRGLLSTFI. The MHC is DRB1_1101 with pseudo-sequence DRB1_1101. The binding affinity (normalized) is 0.215. (5) The peptide sequence is SQDLELSWNENGLQAY. The MHC is DRB1_0802 with pseudo-sequence DRB1_0802. The binding affinity (normalized) is 0.170. (6) The binding affinity (normalized) is 0.520. The peptide sequence is SQDLWLSWNLNGLQAY. The MHC is HLA-DQA10101-DQB10501 with pseudo-sequence HLA-DQA10101-DQB10501. (7) The peptide sequence is ISTNIRQAGVQYSRA. The MHC is HLA-DQA10102-DQB10602 with pseudo-sequence HLA-DQA10102-DQB10602. The binding affinity (normalized) is 0.577. (8) The peptide sequence is LTHMMIWHSNLNDAT. The MHC is DRB1_0405 with pseudo-sequence DRB1_0405. The binding affinity (normalized) is 0.376. (9) The peptide sequence is TLWQRPVVTIKIGGQLKEAL. The MHC is HLA-DPA10201-DPB10501 with pseudo-sequence YAFFQFSGGAILNTLFGQFEYFEIEKVRMHLDVT. The binding affinity (normalized) is 0.491. (10) The peptide sequence is AEVELRQHGSEEWEP. The MHC is DRB1_1501 with pseudo-sequence DRB1_1501. The binding affinity (normalized) is 0.0450.